Dataset: Reaction yield outcomes from USPTO patents with 853,638 reactions. Task: Predict the reaction yield, written as a fraction of the theoretical maximum amount of product (1.0 means a 100% yield; for example, 0.34 means a 34% yield). (1) The product is [F:1][C:2]1[CH:3]=[CH:4][C:5]([CH2:6][OH:12])=[C:9]([CH:10]=1)[C:8]([OH:7])=[O:11]. The reactants are [F:1][C:2]1[CH:10]=[C:9]2[C:5]([CH2:6][O:7][C:8]2=[O:11])=[CH:4][CH:3]=1.[OH-:12].[K+]. The catalyst is CO.O. The yield is 0.780. (2) The reactants are Cl[C:2](Cl)(Cl)[CH:3]([OH:5])O.Cl.[NH2:9][OH:10].[CH3:11][O:12][C:13]1[CH:18]=[CH:17][C:16]([NH2:19])=[CH:15][CH:14]=1.Cl. The catalyst is O.S([O-])([O-])(=O)=O.[Na+].[Na+]. The product is [N:9](=[CH:2][C:3]([NH:19][C:16]1[CH:17]=[CH:18][C:13]([O:12][CH3:11])=[CH:14][CH:15]=1)=[O:5])[OH:10]. The yield is 0.850. (3) The reactants are [CH3:1][NH2:2].[CH2:3]([O:5][C:6]([C:8]1[C:13]([O:14][CH2:15][CH3:16])=[C:12]([N:17]2[CH2:22][CH2:21][O:20][CH2:19][CH2:18]2)[N:11]=[C:10]([C:23]2[CH:28]=[CH:27][C:26]([NH:29][C:30]([O:32]C3C=CC=CC=3)=O)=[CH:25][CH:24]=2)[N:9]=1)=[O:7])[CH3:4]. The catalyst is O1CCOCC1. The product is [CH2:3]([O:5][C:6]([C:8]1[C:13]([O:14][CH2:15][CH3:16])=[C:12]([N:17]2[CH2:22][CH2:21][O:20][CH2:19][CH2:18]2)[N:11]=[C:10]([C:23]2[CH:28]=[CH:27][C:26]([NH:29][C:30]([NH:2][CH3:1])=[O:32])=[CH:25][CH:24]=2)[N:9]=1)=[O:7])[CH3:4]. The yield is 0.500. (4) The reactants are Cl.[Cl:2][C:3]1[N:4]=[C:5]([C:11]2[CH:12]=[N:13][CH:14]=[CH:15][CH:16]=2)[S:6][C:7]=1[NH:8][CH2:9][CH3:10].N1C=CC=CC=1.[CH3:23][CH:24]([CH2:28][S:29][CH3:30])[C:25](Cl)=[O:26]. The catalyst is CN(C1C=CN=CC=1)C.ClCCl. The product is [Cl:2][C:3]1[N:4]=[C:5]([C:11]2[CH:12]=[N:13][CH:14]=[CH:15][CH:16]=2)[S:6][C:7]=1[N:8]([CH2:9][CH3:10])[C:25](=[O:26])[CH:24]([CH3:23])[CH2:28][S:29][CH3:30]. The yield is 0.890. (5) The reactants are [CH2:1]([C:3]1[C:4]([CH3:27])=[C:5]2[C:9](=[C:10]([O:19][CH2:20][CH2:21][Si:22]([CH3:25])([CH3:24])[CH3:23])[C:11]=1[CH2:12][CH:13]=[C:14]([CH2:17]O)[CH2:15][CH3:16])[C:8](=[O:26])[O:7][CH2:6]2)[CH3:2].C1(P(C2C=CC=CC=2)C2C=CC=CC=2)C=CC=CC=1.C(Br)(Br)(Br)[Br:48]. The catalyst is C(Cl)Cl. The product is [Br:48][CH2:17][C:14]([CH2:15][CH3:16])=[CH:13][CH2:12][C:11]1[C:10]([O:19][CH2:20][CH2:21][Si:22]([CH3:23])([CH3:25])[CH3:24])=[C:9]2[C:5]([CH2:6][O:7][C:8]2=[O:26])=[C:4]([CH3:27])[C:3]=1[CH2:1][CH3:2]. The yield is 0.780. (6) The reactants are [CH3:1][O:2][CH2:3][CH2:4][O:5][C:6]1[CH:7]=[C:8]2[C:12](=[C:13]([N:15]([CH3:24])[S:16]([C:19]3[S:20][CH:21]=[CH:22][CH:23]=3)(=[O:18])=[O:17])[CH:14]=1)[NH:11][C:10]([C:25]([O:27]CC)=[O:26])=[CH:9]2.[OH-].[Na+].O1CCCC1.C(O)(=O)CC(CC(O)=O)(C(O)=O)O. The catalyst is C(O)C. The product is [CH3:1][O:2][CH2:3][CH2:4][O:5][C:6]1[CH:7]=[C:8]2[C:12](=[C:13]([N:15]([CH3:24])[S:16]([C:19]3[S:20][CH:21]=[CH:22][CH:23]=3)(=[O:17])=[O:18])[CH:14]=1)[NH:11][C:10]([C:25]([OH:27])=[O:26])=[CH:9]2. The yield is 0.930. (7) The reactants are [CH3:1][N:2]([CH:13]1[CH2:18][CH2:17][NH:16][CH2:15][CH2:14]1)[C:3](=[O:12])[O:4][CH2:5][C:6]1[CH:11]=[CH:10][CH:9]=[CH:8][CH:7]=1.[CH3:19][O:20][C:21]1[CH:26]=[C:25](Br)[CH:24]=[CH:23][N:22]=1.C(O[Na])CCC.CC1(C)C2C(=C(P(C3C=CC=CC=3)C3C=CC=CC=3)C=CC=2)OC2C(P(C3C=CC=CC=3)C3C=CC=CC=3)=CC=CC1=2. The catalyst is C1(C)C=CC=CC=1.C1C=CC(/C=C/C(/C=C/C2C=CC=CC=2)=O)=CC=1.C1C=CC(/C=C/C(/C=C/C2C=CC=CC=2)=O)=CC=1.C1C=CC(/C=C/C(/C=C/C2C=CC=CC=2)=O)=CC=1.[Pd].[Pd]. The product is [CH3:19][O:20][C:21]1[CH:26]=[C:25]([N:16]2[CH2:15][CH2:14][CH:13]([N:2]([CH3:1])[C:3](=[O:12])[O:4][CH2:5][C:6]3[CH:11]=[CH:10][CH:9]=[CH:8][CH:7]=3)[CH2:18][CH2:17]2)[CH:24]=[CH:23][N:22]=1. The yield is 0.510.